Dataset: Forward reaction prediction with 1.9M reactions from USPTO patents (1976-2016). Task: Predict the product of the given reaction. (1) Given the reactants [CH2:1]([N:3]1[C:8]2[CH:9]=[CH:10][C:11]([N+:13]([O-])=O)=[CH:12][C:7]=2[O:6][CH:5]([CH2:16][C:17]([O:19][CH2:20][CH3:21])=[O:18])[C:4]1=[O:22])[CH3:2].[H][H], predict the reaction product. The product is: [NH2:13][C:11]1[CH:10]=[CH:9][C:8]2[N:3]([CH2:1][CH3:2])[C:4](=[O:22])[CH:5]([CH2:16][C:17]([O:19][CH2:20][CH3:21])=[O:18])[O:6][C:7]=2[CH:12]=1. (2) Given the reactants [CH2:1]([O:8][C:9]([N:11]1[CH2:16][CH2:15][C:14]([CH:20]2[CH2:25][CH2:24][CH2:23][CH2:22][CH2:21]2)([C:17](O)=[O:18])[CH2:13][CH2:12]1)=[O:10])[C:2]1[CH:7]=[CH:6][CH:5]=[CH:4][CH:3]=1.C(Cl)(=O)C(Cl)=O.[C:32]([NH2:36])([CH3:35])([CH3:34])[CH3:33], predict the reaction product. The product is: [C:32]([NH:36][C:17]([C:14]1([CH:20]2[CH2:25][CH2:24][CH2:23][CH2:22][CH2:21]2)[CH2:15][CH2:16][N:11]([C:9]([O:8][CH2:1][C:2]2[CH:7]=[CH:6][CH:5]=[CH:4][CH:3]=2)=[O:10])[CH2:12][CH2:13]1)=[O:18])([CH3:35])([CH3:34])[CH3:33]. (3) Given the reactants C([O:3][C:4](=[O:37])[C:5]([O:8][C:9]1[CH:14]=[CH:13][C:12]([O:15][CH2:16][C:17]2[CH:21]=[C:20]([C:22]3[CH:27]=[CH:26][C:25]([O:28][C:29]([F:32])([F:31])[F:30])=[CH:24][CH:23]=3)[N:19]([CH:33]([F:35])[F:34])[N:18]=2)=[CH:11][C:10]=1[CH3:36])([CH3:7])[CH3:6])C.[Li+].[OH-], predict the reaction product. The product is: [F:35][CH:33]([F:34])[N:19]1[C:20]([C:22]2[CH:23]=[CH:24][C:25]([O:28][C:29]([F:31])([F:30])[F:32])=[CH:26][CH:27]=2)=[CH:21][C:17]([CH2:16][O:15][C:12]2[CH:13]=[CH:14][C:9]([O:8][C:5]([CH3:7])([CH3:6])[C:4]([OH:37])=[O:3])=[C:10]([CH3:36])[CH:11]=2)=[N:18]1. (4) Given the reactants FC(F)(F)C(O)=O.[C:8]1([CH3:28])[CH:13]=[C:12]([CH3:14])[CH:11]=[C:10]([CH3:15])[C:9]=1[S:16]([O:19][NH:20]C(=O)OC(C)(C)C)(=[O:18])=[O:17].[N:29]1[C:38]2[CH:37]=[CH:36][N:35]=[C:34]([NH2:39])[C:33]=2[CH:32]=[CH:31][CH:30]=1, predict the reaction product. The product is: [NH2:20][N:35]1[CH:36]=[CH:37][C:38]2[N:29]=[CH:30][CH:31]=[CH:32][C:33]=2[C:34]1=[NH2+:39].[CH3:15][C:10]1[CH:11]=[C:12]([CH3:14])[CH:13]=[C:8]([CH3:28])[C:9]=1[S:16]([O-:19])(=[O:18])=[O:17].